Dataset: Forward reaction prediction with 1.9M reactions from USPTO patents (1976-2016). Task: Predict the product of the given reaction. (1) Given the reactants [CH3:1][O:2][C:3]1[CH:8]=[CH:7][C:6]([C:9]([NH:20][CH2:21][CH2:22][CH2:23][CH2:24][CH2:25][C:26]([N:28]2[C:39]3[C:31](=[C:32]4[C:36](=[CH:37][CH:38]=3)[NH:35][CH:34]([C:40]([O:42]C)=[O:41])[CH2:33]4)[CH:30]=[CH:29]2)=[O:27])([C:14]2[CH:19]=[CH:18][CH:17]=[CH:16][CH:15]=2)[C:10](=[CH2:13])[CH:11]=[CH2:12])=[CH:5][CH:4]=1.C1COCC1.[Li+].[OH-], predict the reaction product. The product is: [CH3:1][O:2][C:3]1[CH:8]=[CH:7][C:6]([C:9]([NH:20][CH2:21][CH2:22][CH2:23][CH2:24][CH2:25][C:26]([N:28]2[C:39]3[C:31](=[C:32]4[C:36](=[CH:37][CH:38]=3)[NH:35][CH:34]([C:40]([OH:42])=[O:41])[CH2:33]4)[CH:30]=[CH:29]2)=[O:27])([C:14]2[CH:15]=[CH:16][CH:17]=[CH:18][CH:19]=2)[C:10](=[CH2:13])[CH:11]=[CH2:12])=[CH:5][CH:4]=1. (2) Given the reactants [Br:1][C:2]1[CH:7]=[CH:6][C:5]([C:8](=O)[CH3:9])=[C:4]([O:11][CH2:12][CH2:13][CH2:14][O:15][CH3:16])[CH:3]=1.[OH-].[K+].NN.Cl, predict the reaction product. The product is: [Br:1][C:2]1[CH:7]=[CH:6][C:5]([CH2:8][CH3:9])=[C:4]([O:11][CH2:12][CH2:13][CH2:14][O:15][CH3:16])[CH:3]=1. (3) Given the reactants N#N.[F:3][C:4]([F:21])([F:20])[C:5]([CH:7]1[CH2:12][CH2:11][CH2:10][N:9]([C:13]([O:15][C:16]([CH3:19])([CH3:18])[CH3:17])=[O:14])[CH2:8]1)=[O:6].C(=O)=O.CC(C)=O.[CH3:29][O:30][CH2:31][CH2:32][CH2:33][CH2:34][Mg]Cl.[NH4+].[Cl-], predict the reaction product. The product is: [F:21][C:4]([F:3])([F:20])[C:5]([CH:7]1[CH2:12][CH2:11][CH2:10][N:9]([C:13]([O:15][C:16]([CH3:18])([CH3:17])[CH3:19])=[O:14])[CH2:8]1)([OH:6])[CH2:34][CH2:33][CH2:32][CH2:31][O:30][CH3:29]. (4) Given the reactants [ClH:1].Cl.[N+:3]([C:6]1[CH:18]=[CH:17][C:9]([CH2:10][N:11]2[CH2:16][CH2:15][NH:14][CH2:13][CH2:12]2)=[CH:8][CH:7]=1)([O-:5])=[O:4].[Cl:19][CH2:20][C:21]([C:23]1[CH:28]=[CH:27][C:26]([NH:29][C:30](=[O:32])[CH3:31])=[CH:25][CH:24]=1)=[O:22].C([O-])([O-])=O.[K+].[K+], predict the reaction product. The product is: [ClH:19].[ClH:1].[N+:3]([C:6]1[CH:18]=[CH:17][C:9]([CH2:10][N:11]2[CH2:16][CH2:15][N:14]([CH2:20][C:21]([C:23]3[CH:28]=[CH:27][C:26]([NH:29][C:30](=[O:32])[CH3:31])=[CH:25][CH:24]=3)=[O:22])[CH2:13][CH2:12]2)=[CH:8][CH:7]=1)([O-:5])=[O:4]. (5) Given the reactants C(O)(C)(C)C.[CH3:6][CH2:7][CH2:8][CH2:9][CH2:10][CH2:11][CH2:12][CH2:13][CH2:14][CH2:15][CH2:16][CH2:17][CH2:18]/[CH:19]=[CH:20]/[C@@H:21]([OH:26])[C@@H:22]([NH2:25])[CH2:23][OH:24].Cl.[CH:28]1([C:34](O)=[O:35])[CH2:33][CH2:32][CH2:31][CH2:30][CH2:29]1.C1(N=C=NC2CCCCC2)CCCCC1.CN1CCOCC1, predict the reaction product. The product is: [OH:24][CH2:23][C@H:22]([NH:25][C:34]([CH:28]1[CH2:33][CH2:32][CH2:31][CH2:30][CH2:29]1)=[O:35])[C@H:21]([OH:26])/[CH:20]=[CH:19]/[CH2:18][CH2:17][CH2:16][CH2:15][CH2:14][CH2:13][CH2:12][CH2:11][CH2:10][CH2:9][CH2:8][CH2:7][CH3:6]. (6) Given the reactants [CH2:1]([C@:3]1([OH:28])[C:25]2[CH:24]=[C:23]3[N:10]([CH2:11][C:12]4[C:13]3=[N:14][C:15]3[CH:16]=[C:17]([F:22])[CH:18]=[CH:19][C:20]=3[CH:21]=4)[C:9](=[O:26])[C:8]=2[CH2:7][O:6][C:5](=[O:27])[CH2:4]1)[CH3:2].[CH3:29][C:30]([CH3:36])([CH3:35])[CH2:31][CH2:32]C=O, predict the reaction product. The product is: [CH3:29][C:30]([CH3:36])([CH3:35])[CH2:31][CH2:32][C:21]1[C:20]2[CH:19]=[CH:18][C:17]([F:22])=[CH:16][C:15]=2[N:14]=[C:13]2[C:23]3[N:10]([CH2:11][C:12]=12)[C:9](=[O:26])[C:8]1[CH2:7][O:6][C:5](=[O:27])[CH2:4][C@@:3]([CH2:1][CH3:2])([OH:28])[C:25]=1[CH:24]=3. (7) Given the reactants [CH2:1]([O:3][C:4]([C:6]1[CH2:7][CH2:8][N:9](CC2C=CC=CC=2)[CH2:10][C:11]=1[C:12]1[CH:17]=[CH:16][C:15]([F:18])=[C:14]([F:19])[CH:13]=1)=[O:5])[CH3:2], predict the reaction product. The product is: [CH2:1]([O:3][C:4]([CH:6]1[CH2:7][CH2:8][NH:9][CH2:10][CH:11]1[C:12]1[CH:17]=[CH:16][C:15]([F:18])=[C:14]([F:19])[CH:13]=1)=[O:5])[CH3:2]. (8) Given the reactants [C:1]([C:5]1[O:9][C:8](=[O:10])[O:7][C:6]=1[CH2:11]O)([CH3:4])([CH3:3])[CH3:2].C(Br)(Br)(Br)[Br:14].C1(P(C2C=CC=CC=2)C2C=CC=CC=2)C=CC=CC=1, predict the reaction product. The product is: [Br:14][CH2:11][C:6]1[O:7][C:8](=[O:10])[O:9][C:5]=1[C:1]([CH3:4])([CH3:3])[CH3:2]. (9) Given the reactants CC(C)([O-])C.[K+].[CH:7]([C:10]1[CH:15]=[CH:14][CH:13]=[C:12]([CH:16]([CH3:18])[CH3:17])[C:11]=1[N:19]1[C:28](=[O:29])[C:27]2[CH:30]=[CH:31][C:32]3[O:33][C:34]4[C:39]([C:24]5[C:25]=3[C:26]=2[C:21](=[CH:22][CH:23]=5)[C:20]1=[O:41])=[CH:38][C:37]([OH:40])=[CH:36][CH:35]=4)([CH3:9])[CH3:8].FC(F)(F)S([O-])(=O)=O.[C:50]1([I+][C:50]2[CH:55]=[CH:54][CH:53]=[CH:52][CH:51]=2)[CH:55]=[CH:54][CH:53]=[CH:52][CH:51]=1, predict the reaction product. The product is: [CH:7]([C:10]1[CH:15]=[CH:14][CH:13]=[C:12]([CH:16]([CH3:18])[CH3:17])[C:11]=1[N:19]1[C:28](=[O:29])[C:27]2[CH:30]=[CH:31][C:32]3[O:33][C:34]4[C:39]([C:24]5[C:25]=3[C:26]=2[C:21](=[CH:22][CH:23]=5)[C:20]1=[O:41])=[CH:38][C:37]([O:40][C:50]1[CH:55]=[CH:54][CH:53]=[CH:52][CH:51]=1)=[CH:36][CH:35]=4)([CH3:8])[CH3:9].